From a dataset of NCI-60 drug combinations with 297,098 pairs across 59 cell lines. Regression. Given two drug SMILES strings and cell line genomic features, predict the synergy score measuring deviation from expected non-interaction effect. (1) Drug 1: C1CN1C2=NC(=NC(=N2)N3CC3)N4CC4. Drug 2: C1C(C(OC1N2C=NC(=NC2=O)N)CO)O. Cell line: BT-549. Synergy scores: CSS=28.2, Synergy_ZIP=3.09, Synergy_Bliss=5.51, Synergy_Loewe=7.79, Synergy_HSA=8.81. (2) Drug 1: CC(C1=C(C=CC(=C1Cl)F)Cl)OC2=C(N=CC(=C2)C3=CN(N=C3)C4CCNCC4)N. Drug 2: CC1C(C(CC(O1)OC2CC(CC3=C2C(=C4C(=C3O)C(=O)C5=CC=CC=C5C4=O)O)(C(=O)C)O)N)O. Cell line: NCI-H460. Synergy scores: CSS=37.8, Synergy_ZIP=-0.890, Synergy_Bliss=-3.03, Synergy_Loewe=-11.6, Synergy_HSA=-2.15. (3) Drug 1: C1=CC(=CC=C1CCC2=CNC3=C2C(=O)NC(=N3)N)C(=O)NC(CCC(=O)O)C(=O)O. Drug 2: N.N.Cl[Pt+2]Cl. Cell line: CAKI-1. Synergy scores: CSS=9.34, Synergy_ZIP=-5.98, Synergy_Bliss=-8.25, Synergy_Loewe=-10.7, Synergy_HSA=-5.56. (4) Drug 1: C1=CC(=C2C(=C1NCCNCCO)C(=O)C3=C(C=CC(=C3C2=O)O)O)NCCNCCO. Drug 2: CC(C)(C#N)C1=CC(=CC(=C1)CN2C=NC=N2)C(C)(C)C#N. Cell line: NCIH23. Synergy scores: CSS=58.7, Synergy_ZIP=-2.34, Synergy_Bliss=-0.985, Synergy_Loewe=-14.0, Synergy_HSA=1.29. (5) Drug 1: C1=CC(=CC=C1CC(C(=O)O)N)N(CCCl)CCCl.Cl. Drug 2: CCC1(C2=C(COC1=O)C(=O)N3CC4=CC5=C(C=CC(=C5CN(C)C)O)N=C4C3=C2)O.Cl. Cell line: T-47D. Synergy scores: CSS=11.5, Synergy_ZIP=-9.56, Synergy_Bliss=-1.79, Synergy_Loewe=-16.7, Synergy_HSA=-3.33. (6) Drug 1: CN1C(=O)N2C=NC(=C2N=N1)C(=O)N. Drug 2: CC1=C(C(=CC=C1)Cl)NC(=O)C2=CN=C(S2)NC3=CC(=NC(=N3)C)N4CCN(CC4)CCO. Cell line: NCI-H226. Synergy scores: CSS=-0.990, Synergy_ZIP=-0.143, Synergy_Bliss=0.107, Synergy_Loewe=-4.78, Synergy_HSA=-1.74.